From a dataset of Catalyst prediction with 721,799 reactions and 888 catalyst types from USPTO. Predict which catalyst facilitates the given reaction. (1) Reactant: Cl[C:2]1[N:11]=[C:10]([C:12]2[CH:17]=[CH:16][C:15]([F:18])=[CH:14][C:13]=2[F:19])[C:9]2[C:4](=[CH:5][CH:6]=[CH:7][CH:8]=2)[N:3]=1.[CH2:20]([N:27]1[CH2:32][CH2:31][NH:30][CH:29]([CH:33]([CH3:35])[CH3:34])[CH2:28]1)[C:21]1[CH:26]=[CH:25][CH:24]=[CH:23][CH:22]=1. Product: [CH2:20]([N:27]1[CH2:32][CH2:31][N:30]([C:2]2[N:11]=[C:10]([C:12]3[CH:17]=[CH:16][C:15]([F:18])=[CH:14][C:13]=3[F:19])[C:9]3[C:4](=[CH:5][CH:6]=[CH:7][CH:8]=3)[N:3]=2)[CH:29]([CH:33]([CH3:35])[CH3:34])[CH2:28]1)[C:21]1[CH:22]=[CH:23][CH:24]=[CH:25][CH:26]=1. The catalyst class is: 11. (2) Reactant: [C:1]([C:3]1[N:4]=[CH:5][C:6]([NH:21][C@H:22]([CH2:26][CH3:27])[C:23]([NH2:25])=[O:24])=[N:7][C:8]=1[NH:9][C:10]1[S:14][N:13]=[C:12]([C:15]2[CH:20]=[CH:19][CH:18]=[CH:17][CH:16]=2)[CH:11]=1)#[N:2].[OH-].[Na+].OO.CC(O)=[O:34]. Product: [NH2:25][C:23](=[O:24])[C@H:22]([NH:21][C:6]1[N:7]=[C:8]([NH:9][C:10]2[S:14][N:13]=[C:12]([C:15]3[CH:20]=[CH:19][CH:18]=[CH:17][CH:16]=3)[CH:11]=2)[C:3]([C:1]([NH2:2])=[O:34])=[N:4][CH:5]=1)[CH2:26][CH3:27]. The catalyst class is: 593. (3) Reactant: [CH3:1][CH:2]1[CH2:8][C:7]2[CH:9]=[C:10]3[O:15][CH2:14][O:13][C:11]3=[CH:12][C:6]=2[C:5]([C:16]2[CH:21]=[CH:20][C:19]([N+:22]([O-:24])=[O:23])=[CH:18][CH:17]=2)=[N:4][N:3]1[C:25](=[S:27])[NH2:26].Br.Br[CH2:30][CH2:31]N.CN(C)C=O. Product: [S:27]1[CH2:31][CH2:30][N:26]=[C:25]1[N:3]1[CH:2]([CH3:1])[CH2:8][C:7]2[CH:9]=[C:10]3[O:15][CH2:14][O:13][C:11]3=[CH:12][C:6]=2[C:5]([C:16]2[CH:17]=[CH:18][C:19]([N+:22]([O-:24])=[O:23])=[CH:20][CH:21]=2)=[N:4]1. The catalyst class is: 6. (4) Product: [Cl:1][C:2]1[CH:3]=[C:4]([CH:32]=[C:33]([C:36]([F:39])([F:37])[F:38])[C:34]=1[OH:35])[CH2:5][C@@H:6]([CH2:11][C:12](=[O:31])[N:13]1[CH2:14][CH2:15][CH:16]([N:19]2[CH2:25][CH2:24][C:23]3[CH:26]=[CH:27][CH:28]=[CH:29][C:22]=3[NH:21][C:20]2=[O:30])[CH2:17][CH2:18]1)[C:7]([OH:9])=[O:8]. The catalyst class is: 20. Reactant: [Cl:1][C:2]1[CH:3]=[C:4]([CH:32]=[C:33]([C:36]([F:39])([F:38])[F:37])[C:34]=1[OH:35])[CH2:5][C@@H:6]([CH2:11][C:12](=[O:31])[N:13]1[CH2:18][CH2:17][CH:16]([N:19]2[CH2:25][CH2:24][C:23]3[CH:26]=[CH:27][CH:28]=[CH:29][C:22]=3[NH:21][C:20]2=[O:30])[CH2:15][CH2:14]1)[C:7]([O:9]C)=[O:8].[OH-].[Li+]. (5) Reactant: [C:1]([C:4]1[CH:9]=[CH:8][C:7]([N:10]=[N:11][C:12](=[C:16]2[C:25]3[C:20](=[CH:21][CH:22]=[CH:23][CH:24]=3)[CH2:19][C:18]([CH3:27])([CH3:26])[NH:17]2)[C:13]([NH2:15])=O)=[CH:6][CH:5]=1)(=[O:3])[CH3:2].S(Cl)(Cl)=O. Product: [C:1]([C:4]1[CH:9]=[CH:8][C:7]([N:10]=[N:11][C:12](=[C:16]2[C:25]3[C:20](=[CH:21][CH:22]=[CH:23][CH:24]=3)[CH2:19][C:18]([CH3:27])([CH3:26])[NH:17]2)[C:13]#[N:15])=[CH:6][CH:5]=1)(=[O:3])[CH3:2]. The catalyst class is: 3. (6) Reactant: [C:1]([O:5][C:6](=[O:19])[N:7]([CH2:9][CH2:10][CH2:11][CH2:12][CH2:13][CH2:14][CH2:15][CH2:16][CH2:17][OH:18])[CH3:8])([CH3:4])([CH3:3])[CH3:2].[CH3:20][S:21](Cl)(=[O:23])=[O:22]. Product: [C:1]([O:5][C:6]([N:7]([CH3:8])[CH2:9][CH2:10][CH2:11][CH2:12][CH2:13][CH2:14][CH2:15][CH2:16][CH2:17][O:18][S:21]([CH3:20])(=[O:23])=[O:22])=[O:19])([CH3:4])([CH3:2])[CH3:3]. The catalyst class is: 236.